This data is from Catalyst prediction with 721,799 reactions and 888 catalyst types from USPTO. The task is: Predict which catalyst facilitates the given reaction. (1) Reactant: [Cl:1][C:2]1[CH:7]=[CH:6][CH:5]=[CH:4][C:3]=1[CH:8]([O:10][C:11]1[CH:15]=[C:14]([N:16]2[C:24]3[CH:23]=[CH:22][N:21]=[CH:20][C:19]=3[N:18]=[CH:17]2)[S:13][C:12]=1[C:25]([O:27]C)=O)[CH3:9].[NH3:29]. Product: [Cl:1][C:2]1[CH:7]=[CH:6][CH:5]=[CH:4][C:3]=1[CH:8]([O:10][C:11]1[CH:15]=[C:14]([N:16]2[C:24]3[CH:23]=[CH:22][N:21]=[CH:20][C:19]=3[N:18]=[CH:17]2)[S:13][C:12]=1[C:25]([NH2:29])=[O:27])[CH3:9]. The catalyst class is: 5. (2) Reactant: [F:1][C:2]1[CH:7]=[C:6]([F:8])[CH:5]=[CH:4][C:3]=1B(O)O.[CH3:12][C@H:13]1[CH2:18][CH2:17][CH2:16][CH2:15][N:14]1[C:19]1[C:20](OS(C(F)(F)F)(=O)=O)=[N:21][C:22]2[C:27]([N:28]=1)=[CH:26][C:25]([C:29]([O:31][CH3:32])=[O:30])=[CH:24][CH:23]=2.[O-]P([O-])([O-])=O.[K+].[K+].[K+]. Product: [F:1][C:2]1[CH:7]=[C:6]([F:8])[CH:5]=[CH:4][C:3]=1[C:20]1[C:19]([N:14]2[CH2:15][CH2:16][CH2:17][CH2:18][C@@H:13]2[CH3:12])=[N:28][C:27]2[C:22](=[CH:23][CH:24]=[C:25]([C:29]([O:31][CH3:32])=[O:30])[CH:26]=2)[N:21]=1. The catalyst class is: 70. (3) Reactant: [Si:1]([O:8][CH2:9][C:10]1[N:15]=[CH:14][C:13]2[N:16]=[CH:17][N:18]([C:19]3[S:23][C:22]([C:24]([O:26][CH3:27])=[O:25])=[C:21]([OH:28])[CH:20]=3)[C:12]=2[CH:11]=1)([C:4]([CH3:7])([CH3:6])[CH3:5])([CH3:3])[CH3:2].[F:29][CH:30]([F:41])[O:31][C:32]1[CH:37]=[CH:36][CH:35]=[CH:34][C:33]=1[CH:38](O)[CH3:39].C1(P(C2C=CC=CC=2)C2C=CC=CC=2)C=CC=CC=1.N(C(OC(C)(C)C)=O)=NC(OC(C)(C)C)=O. Product: [Si:1]([O:8][CH2:9][C:10]1[N:15]=[CH:14][C:13]2[N:16]=[CH:17][N:18]([C:19]3[S:23][C:22]([C:24]([O:26][CH3:27])=[O:25])=[C:21]([O:28][CH:38]([C:33]4[CH:34]=[CH:35][CH:36]=[CH:37][C:32]=4[O:31][CH:30]([F:29])[F:41])[CH3:39])[CH:20]=3)[C:12]=2[CH:11]=1)([C:4]([CH3:5])([CH3:6])[CH3:7])([CH3:2])[CH3:3]. The catalyst class is: 4. (4) Reactant: [Cl-].O[NH3+:3].[C:4](=[O:7])([O-])[OH:5].[Na+].CS(C)=O.[C:13]([C:15]1[CH:20]=[CH:19][CH:18]=[CH:17][C:16]=1[C:21]1[CH:26]=[CH:25][C:24]([CH2:27][C:28]2[C:33](=[O:34])[N:32]([C:35]3[CH:48]=[CH:47][C:38]([O:39][C:40]([CH3:46])([CH3:45])[C:41]([O:43][CH3:44])=[O:42])=[CH:37][CH:36]=3)[C:31]([CH3:49])=[N:30][C:29]=2[CH2:50][CH2:51][CH3:52])=[CH:23][CH:22]=1)#[N:14]. Product: [CH3:46][C:40]([O:39][C:38]1[CH:37]=[CH:36][C:35]([N:32]2[C:33](=[O:34])[C:28]([CH2:27][C:24]3[CH:23]=[CH:22][C:21]([C:16]4[CH:17]=[CH:18][CH:19]=[CH:20][C:15]=4[C:13]4[NH:3][C:4](=[O:7])[O:5][N:14]=4)=[CH:26][CH:25]=3)=[C:29]([CH2:50][CH2:51][CH3:52])[N:30]=[C:31]2[CH3:49])=[CH:48][CH:47]=1)([CH3:45])[C:41]([O:43][CH3:44])=[O:42]. The catalyst class is: 69. (5) Reactant: [CH3:1][S:2]([C:5]1[CH:41]=[CH:40][C:8]([CH2:9][NH:10][C:11]([C:13]2[C:14](=[O:39])[N:15]([C:29]3[CH:34]=[CH:33][CH:32]=[C:31]([C:35]([F:38])([F:37])[F:36])[CH:30]=3)[C:16]([CH3:28])=[C:17]([C:19]([N:21](C(=O)C(C)C)[NH2:22])=O)[CH:18]=2)=[O:12])=[CH:7][CH:6]=1)(=[O:4])=[O:3]. Product: [CH3:1][S:2]([C:5]1[CH:6]=[CH:7][C:8]([CH2:9][NH:10][C:11]([C:13]2[C:14](=[O:39])[N:15]([C:29]3[CH:34]=[CH:33][CH:32]=[C:31]([C:35]([F:38])([F:37])[F:36])[CH:30]=3)[C:16]([CH3:28])=[C:17]([C:19]3[O:12][C:11]([CH:13]([CH3:14])[CH3:18])=[N:22][N:21]=3)[CH:18]=2)=[O:12])=[CH:40][CH:41]=1)(=[O:4])=[O:3]. The catalyst class is: 2. (6) Reactant: [F:1][C:2]1[CH:3]=[C:4]([CH:18]=[C:19]([F:21])[CH:20]=1)[C:5]([CH:7]1[CH2:10][N:9](C(OC(C)(C)C)=O)[CH2:8]1)=[O:6].C(O)(C(F)(F)F)=O. Product: [NH:9]1[CH2:10][CH:7]([C:5]([C:4]2[CH:18]=[C:19]([F:21])[CH:20]=[C:2]([F:1])[CH:3]=2)=[O:6])[CH2:8]1. The catalyst class is: 89. (7) Reactant: [NH:1]1[CH2:5][CH2:4][CH2:3][CH2:2]1.Cl[CH2:7][C:8]1[CH:13]=[CH:12][C:11]([CH2:14][CH2:15][C:16]2[N:17]=[N:18][C:19]([O:22][CH:23]([C:25]3[CH:30]=[CH:29][CH:28]=[CH:27][CH:26]=3)[CH3:24])=[CH:20][CH:21]=2)=[CH:10][CH:9]=1. Product: [C:25]1([CH:23]([O:22][C:19]2[N:18]=[N:17][C:16]([CH2:15][CH2:14][C:11]3[CH:10]=[CH:9][C:8]([CH2:7][N:1]4[CH2:5][CH2:4][CH2:3][CH2:2]4)=[CH:13][CH:12]=3)=[CH:21][CH:20]=2)[CH3:24])[CH:26]=[CH:27][CH:28]=[CH:29][CH:30]=1. The catalyst class is: 20.